This data is from Forward reaction prediction with 1.9M reactions from USPTO patents (1976-2016). The task is: Predict the product of the given reaction. (1) Given the reactants [CH3:1][O:2][C:3]1[CH:8]=[CH:7][C:6]([CH2:9][C:10]([C:12]2[CH:19]=[CH:18][C:15]([C:16]#[N:17])=[CH:14][CH:13]=2)=[O:11])=[CH:5][CH:4]=1.[Br-:20].[Br-].[Br-].[NH+]1C=CC=CC=1.[NH+]1C=CC=CC=1.[NH+]1C=CC=CC=1, predict the reaction product. The product is: [Br:20][CH:9]([C:6]1[CH:5]=[CH:4][C:3]([O:2][CH3:1])=[CH:8][CH:7]=1)[C:10]([C:12]1[CH:13]=[CH:14][C:15]([C:16]#[N:17])=[CH:18][CH:19]=1)=[O:11]. (2) Given the reactants Br[C:2]1[S:6][C:5]([C:7]2[N:11]3[N:12]=[C:13]([CH3:21])[CH:14]=[C:15]([CH:16]([CH2:19][CH3:20])[CH2:17][CH3:18])[C:10]3=[N:9][C:8]=2[CH3:22])=[C:4]([CH3:23])[C:3]=1[CH3:24].C1COCC1.[Li]CCCC.Br[C:36]1[S:37][CH:38]=[CH:39][N:40]=1, predict the reaction product. The product is: [CH3:23][C:4]1[C:3]([CH3:24])=[C:2]([C:36]2[S:37][CH:38]=[CH:39][N:40]=2)[S:6][C:5]=1[C:7]1[N:11]2[N:12]=[C:13]([CH3:21])[CH:14]=[C:15]([CH:16]([CH2:19][CH3:20])[CH2:17][CH3:18])[C:10]2=[N:9][C:8]=1[CH3:22]. (3) Given the reactants [Br:1][C:2]1[CH:10]=[CH:9][C:8]([S:11]([CH:14]([CH3:16])[CH3:15])(=[O:13])=[O:12])=[CH:7][C:3]=1[C:4](O)=[O:5].C[N:18](C(ON1N=NC2C=CC=NC1=2)=[N+](C)C)C.F[P-](F)(F)(F)(F)F.C(N(C(C)C)CC)(C)C, predict the reaction product. The product is: [Br:1][C:2]1[CH:10]=[CH:9][C:8]([S:11]([CH:14]([CH3:16])[CH3:15])(=[O:13])=[O:12])=[CH:7][C:3]=1[C:4]([NH2:18])=[O:5]. (4) Given the reactants C[Si]([N-][Si](C)(C)C)(C)C.[Br:10][C:11]1[CH:12]=[C:13]([C:18]2[CH:23]=[C:22]([O:24][CH3:25])[N:21]=[CH:20][C:19]=2[NH2:26])[C:14](F)=[N:15][CH:16]=1, predict the reaction product. The product is: [CH3:25][O:24][C:22]1[N:21]=[CH:20][C:19]2[NH:26][C:14]3[N:15]=[CH:16][C:11]([Br:10])=[CH:12][C:13]=3[C:18]=2[CH:23]=1. (5) Given the reactants NC1C=CC([C:8]2[NH:9][C:10]3[CH:16]=[CH:15][C:14](N)=[CH:13][C:11]=3[N:12]=2)=CC=1.[C:18]1([C@@H:24]2[CH2:26][C@H:25]2[C:27](Cl)=[O:28])[CH:23]=[CH:22][CH:21]=[CH:20][CH:19]=1, predict the reaction product. The product is: [C:18]1([C@@H:24]2[CH2:26][C@H:25]2[C:27]([C:8]2[NH:9][C:10]3[CH:16]=[CH:15][CH:14]=[CH:13][C:11]=3[N:12]=2)=[O:28])[CH:23]=[CH:22][CH:21]=[CH:20][CH:19]=1. (6) Given the reactants [C:1]([O:5][C:6]([N:8]1[CH2:15][CH:14]2[NH:16][CH:10]([CH2:11][O:12][CH2:13]2)[CH2:9]1)=[O:7])([CH3:4])([CH3:3])[CH3:2].[CH:17]1[C:29]2[CH:28]([CH2:30][O:31][C:32](C3CC(=O)N(O)C3=O)=[O:33])[C:27]3[C:22](=[CH:23][CH:24]=[CH:25][CH:26]=3)[C:21]=2[CH:20]=[CH:19][CH:18]=1, predict the reaction product. The product is: [CH:17]1[C:29]2[CH:28]([CH2:30][O:31][C:32]([N:16]3[CH:14]4[CH2:15][N:8]([C:6]([O:5][C:1]([CH3:4])([CH3:2])[CH3:3])=[O:7])[CH2:9][CH:10]3[CH2:11][O:12][CH2:13]4)=[O:33])[C:27]3[C:22](=[CH:23][CH:24]=[CH:25][CH:26]=3)[C:21]=2[CH:20]=[CH:19][CH:18]=1.